From a dataset of Catalyst prediction with 721,799 reactions and 888 catalyst types from USPTO. Predict which catalyst facilitates the given reaction. Reactant: [CH3:1][C:2]1[O:6][C:5]([C:7]([O:9]CC)=O)=[N:4][C:3]=1[CH2:12][C:13]1[CH:18]=[CH:17][CH:16]=[C:15]([N:19]2[CH2:24][CH2:23]O[CH2:21][CH2:20]2)[CH:14]=1.[C:25]([O-:28])([O-])=[O:26].[K+].[K+].O/[N:32]=[C:33](\[NH2:45])/[C:34]1[CH:39]=[CH:38][C:37]([O:40][C:41]([F:44])([F:43])[F:42])=[CH:36][CH:35]=1.[CH3:46][N:47](C=O)C. Product: [F:42][C:41]([F:44])([F:43])[C:25]([O-:28])=[O:26].[CH3:46][NH+:47]1[CH2:21][CH2:20][N:19]([C:15]2[CH:16]=[CH:17][CH:18]=[C:13]([CH2:12][C:3]3[N:4]=[C:5]([C:7]4[O:9][N:45]=[C:33]([C:34]5[CH:39]=[CH:38][C:37]([O:40][C:41]([F:44])([F:43])[F:42])=[CH:36][CH:35]=5)[N:32]=4)[O:6][C:2]=3[CH3:1])[CH:14]=2)[CH2:24][CH2:23]1. The catalyst class is: 5.